From a dataset of Retrosynthesis with 50K atom-mapped reactions and 10 reaction types from USPTO. Predict the reactants needed to synthesize the given product. (1) Given the product COC(=O)N1CC(CO)C(c2ccc(OC)c(OC3CCCC3)c2)C1, predict the reactants needed to synthesize it. The reactants are: COC(=O)Cl.COc1ccc(C2CNCC2CO)cc1OC1CCCC1. (2) Given the product Cc1c(Cl)cccc1S(=O)(=O)Nc1ccc2ncncc2c1, predict the reactants needed to synthesize it. The reactants are: Cc1c(Cl)cccc1S(=O)(=O)Cl.Nc1ccc2ncncc2c1. (3) Given the product COc1cc2c(NCC3CCOCC3)c(N)cnc2cc1-c1c(C)noc1C, predict the reactants needed to synthesize it. The reactants are: COc1cc2c(NCC3CCOCC3)c([N+](=O)[O-])cnc2cc1-c1c(C)noc1C. (4) Given the product C[C@H](c1cccc2ccccc12)N(CC1CNCCC1c1ccccc1F)C(=O)OC(C)(C)C, predict the reactants needed to synthesize it. The reactants are: C[C@H](c1cccc2ccccc12)N(CC1CN(C(=O)C(F)(F)F)CCC1c1ccccc1F)C(=O)OC(C)(C)C. (5) Given the product CCN(C)c1nsc(NC(=O)NC)c1C#N, predict the reactants needed to synthesize it. The reactants are: CCN(C)c1nsc(N)c1C#N.CN=C=O. (6) The reactants are: CC(N)=O.Cc1nc2cc(Cl)ncc2cc1-c1cc(NC(=O)OC(C)(C)C)c(F)cc1F. Given the product CC(=O)Nc1cc2nc(C)c(-c3cc(NC(=O)OC(C)(C)C)c(F)cc3F)cc2cn1, predict the reactants needed to synthesize it. (7) Given the product CC1(C)C(=O)Oc2ccc3cc(N)c(Cn4cncn4)cc3c21, predict the reactants needed to synthesize it. The reactants are: CC1(C)C(=O)Oc2ccc3cc([N+](=O)[O-])c(Cn4cncn4)cc3c21.